This data is from Full USPTO retrosynthesis dataset with 1.9M reactions from patents (1976-2016). The task is: Predict the reactants needed to synthesize the given product. Given the product [CH3:1][O:2][C:3]1[CH:4]=[C:5]2[C:10](=[CH:11][C:12]=1[O:13][CH3:14])[N:9]=[CH:8][CH:7]=[C:6]2[O:15][C:16]1[CH:22]=[CH:21][C:19]([NH:20][C:36]([NH:51][C@@H:49]([C:45]2[S:44][CH:48]=[CH:47][N:46]=2)[CH3:50])=[O:42])=[C:18]([O:23][CH3:24])[CH:17]=1, predict the reactants needed to synthesize it. The reactants are: [CH3:1][O:2][C:3]1[CH:4]=[C:5]2[C:10](=[CH:11][C:12]=1[O:13][CH3:14])[N:9]=[CH:8][CH:7]=[C:6]2[O:15][C:16]1[CH:22]=[CH:21][C:19]([NH2:20])=[C:18]([O:23][CH3:24])[CH:17]=1.C(N(CC)CC)C.ClC(Cl)(O[C:36](=[O:42])OC(Cl)(Cl)Cl)Cl.[S:44]1[CH:48]=[CH:47][N:46]=[C:45]1[C@H:49]([NH2:51])[CH3:50].